This data is from Forward reaction prediction with 1.9M reactions from USPTO patents (1976-2016). The task is: Predict the product of the given reaction. (1) Given the reactants C([SiH](CC)CC)C.FC(F)(F)C(O)=O.[CH3:15][O:16][C:17](=[O:30])[CH2:18][N:19]1[C:27]2[C:22](=[CH:23][C:24]([F:28])=[CH:25][CH:26]=2)[CH:21]=[C:20]1[CH3:29].[C:31]1([S:37]([C:40]2[CH:47]=[CH:46][CH:45]=[CH:44][C:41]=2[CH:42]=O)(=[O:39])=[O:38])[CH:36]=[CH:35][CH:34]=[CH:33][CH:32]=1, predict the reaction product. The product is: [CH3:15][O:16][C:17](=[O:30])[CH2:18][N:19]1[C:27]2[C:22](=[CH:23][C:24]([F:28])=[CH:25][CH:26]=2)[C:21]([CH2:42][C:41]2[CH:44]=[CH:45][CH:46]=[CH:47][C:40]=2[S:37]([C:31]2[CH:36]=[CH:35][CH:34]=[CH:33][CH:32]=2)(=[O:39])=[O:38])=[C:20]1[CH3:29]. (2) Given the reactants [CH3:1][O:2][C:3]([C:5]1[CH:10]=[CH:9][C:8]([C:11]2[CH:16]=[CH:15][CH:14]=[C:13]([NH2:17])[C:12]=2[CH3:18])=[CH:7][CH:6]=1)=[O:4].[Cl:19][C:20]1[C:25]([CH3:26])=[CH:24][C:23]([S:27](Cl)(=[O:29])=[O:28])=[C:22]([CH3:31])[CH:21]=1.N1C=CC=CC=1.CCOC(C)=O, predict the reaction product. The product is: [CH3:1][O:2][C:3]([C:5]1[CH:6]=[CH:7][C:8]([C:11]2[CH:16]=[CH:15][CH:14]=[C:13]([NH:17][S:27]([C:23]3[CH:24]=[C:25]([CH3:26])[C:20]([Cl:19])=[CH:21][C:22]=3[CH3:31])(=[O:28])=[O:29])[C:12]=2[CH3:18])=[CH:9][CH:10]=1)=[O:4]. (3) Given the reactants [CH2:1]([O:3][C:4]([C:6]1[N:7]=[C:8](Br)[S:9][CH:10]=1)=[O:5])[CH3:2].[Cl:12][C:13]1[CH:14]=[C:15](B(O)O)[CH:16]=[CH:17][C:18]=1[F:19].[O-]P(OP(OP([O-])([O-])=O)([O-])=O)(=O)[O-].[K+].[K+].[K+].[K+].[K+].Cl, predict the reaction product. The product is: [CH2:1]([O:3][C:4]([C:6]1[N:7]=[C:8]([C:15]2[CH:16]=[CH:17][C:18]([F:19])=[C:13]([Cl:12])[CH:14]=2)[S:9][CH:10]=1)=[O:5])[CH3:2]. (4) Given the reactants [NH2:1][C:2]1[C:11]2[C:6](=[CH:7][CH:8]=[CH:9][C:10]=2[O:12][CH2:13][C:14]([CH3:19])([CH3:18])[C:15]([OH:17])=O)[N:5]=[C:4]([CH3:20])[C:3]=1[C:21]([O:23][CH2:24][CH3:25])=[O:22].[CH3:26][O:27][C:28]1[CH:37]=[CH:36][CH:35]=[C:34]2[C:29]=1[CH2:30][CH2:31][CH2:32][CH:33]2[NH2:38], predict the reaction product. The product is: [CH2:24]([O:23][C:21]([C:3]1[C:4]([CH3:20])=[N:5][C:6]2[C:11]([C:2]=1[NH2:1])=[C:10]([O:12][CH2:13][C:14]([CH3:19])([CH3:18])[C:15]([NH:38][CH:33]1[C:34]3[C:29](=[C:28]([O:27][CH3:26])[CH:37]=[CH:36][CH:35]=3)[CH2:30][CH2:31][CH2:32]1)=[O:17])[CH:9]=[CH:8][CH:7]=2)=[O:22])[CH3:25]. (5) Given the reactants [F:1][CH:2]([F:43])[C:3]1[N:7]([C:8]2[N:13]=[C:12]([NH:14][CH:15]3[CH2:20][CH2:19][N:18]([C:21]([O:23][C:24]([CH3:27])([CH3:26])[CH3:25])=[O:22])[CH2:17][CH2:16]3)[C:11]([N+:28]([O-])=O)=[C:10]([N:31]3[CH2:36][CH2:35][O:34][CH2:33][CH2:32]3)[N:9]=2)[C:6]2[CH:37]=[CH:38][CH:39]=[C:40]([O:41][CH3:42])[C:5]=2[N:4]=1, predict the reaction product. The product is: [NH2:28][C:11]1[C:12]([NH:14][CH:15]2[CH2:20][CH2:19][N:18]([C:21]([O:23][C:24]([CH3:27])([CH3:26])[CH3:25])=[O:22])[CH2:17][CH2:16]2)=[N:13][C:8]([N:7]2[C:6]3[CH:37]=[CH:38][CH:39]=[C:40]([O:41][CH3:42])[C:5]=3[N:4]=[C:3]2[CH:2]([F:1])[F:43])=[N:9][C:10]=1[N:31]1[CH2:32][CH2:33][O:34][CH2:35][CH2:36]1. (6) Given the reactants [CH:1]([N:14]1[CH2:19][CH2:18][N:17]([CH2:20][C:21](O)=[O:22])[CH2:16][CH2:15]1)([C:8]1[CH:13]=[CH:12][CH:11]=[CH:10][CH:9]=1)[C:2]1[CH:7]=[CH:6][CH:5]=[CH:4][CH:3]=1.[NH2:24][C:25]1[S:26][C:27]2[CH:33]=[C:32]([F:34])[CH:31]=[CH:30][C:28]=2[N:29]=1.C(Cl)CCl, predict the reaction product. The product is: [CH:1]([N:14]1[CH2:19][CH2:18][N:17]([CH2:20][C:21]([NH:24][C:25]2[S:26][C:27]3[CH:33]=[C:32]([F:34])[CH:31]=[CH:30][C:28]=3[N:29]=2)=[O:22])[CH2:16][CH2:15]1)([C:8]1[CH:13]=[CH:12][CH:11]=[CH:10][CH:9]=1)[C:2]1[CH:3]=[CH:4][CH:5]=[CH:6][CH:7]=1. (7) Given the reactants [OH:1][CH:2]([CH3:29])[CH2:3][CH2:4][N:5]1[C:13](=[O:14])[C:12]2[NH:11][C:10]([O:15][C:16]3[CH:21]=[CH:20][CH:19]=[C:18]([O:22][C:23]([F:26])([F:25])[F:24])[CH:17]=3)=[N:9][C:8]=2[N:7]([CH3:27])[C:6]1=[O:28].Cl.Cl[CH2:32][C:33]1[CH:38]=[CH:37][C:36]([CH3:39])=[CH:35][N:34]=1.C(=O)([O-])[O-].[K+].[K+], predict the reaction product. The product is: [OH:1][CH:2]([CH3:29])[CH2:3][CH2:4][N:5]1[C:13](=[O:14])[C:12]2[N:11]([CH2:32][C:33]3[CH:38]=[CH:37][C:36]([CH3:39])=[CH:35][N:34]=3)[C:10]([O:15][C:16]3[CH:21]=[CH:20][CH:19]=[C:18]([O:22][C:23]([F:25])([F:26])[F:24])[CH:17]=3)=[N:9][C:8]=2[N:7]([CH3:27])[C:6]1=[O:28].